Dataset: Catalyst prediction with 721,799 reactions and 888 catalyst types from USPTO. Task: Predict which catalyst facilitates the given reaction. (1) Reactant: [F:1][C:2]([F:17])([CH:14]([F:16])[F:15])[CH2:3][O:4][C:5]1[CH:6]=[CH:7][C:8]([C:11](O)=[O:12])=[N:9][CH:10]=1.C(Cl)(=O)C([Cl:21])=O.CN(C)C=O.C1(C)C=CC=CC=1. Product: [F:1][C:2]([F:17])([CH:14]([F:16])[F:15])[CH2:3][O:4][C:5]1[CH:6]=[CH:7][C:8]([C:11]([Cl:21])=[O:12])=[N:9][CH:10]=1. The catalyst class is: 4. (2) Reactant: [CH2:1]=O.[CH3:3][O:4][C:5]1[CH:10]=[CH:9][CH:8]=[CH:7][C:6]=1[N:11]1[CH2:16][CH2:15][NH:14][CH2:13][CH2:12]1. Product: [CH3:3][O:4][C:5]1[CH:10]=[CH:9][CH:8]=[CH:7][C:6]=1[N:11]1[CH2:16][CH2:15][N:14]([CH3:1])[CH2:13][CH2:12]1. The catalyst class is: 26. (3) Reactant: [C:1]([CH2:4][N:5]([C:10]1[CH:15]=[CH:14][C:13]([NH:16]/[C:17](=[C:24]2\[C:25](=[O:33])[NH:26][C:27]3[C:32]\2=[CH:31][CH:30]=[CH:29][CH:28]=3)/[C:18]2[CH:23]=[CH:22][CH:21]=[CH:20][CH:19]=2)=[CH:12][CH:11]=1)[S:6]([CH3:9])(=[O:8])=[O:7])([OH:3])=O.[NH4+].O[N:36]1C(=O)CCC1=O.CN(C(ON1N=NC2C=CC=CC1=2)=[N+](C)C)C.[B-](F)(F)(F)F.C(N(CC)CC)C. Product: [NH2:36][C:1]([CH2:4][N:5]([C:10]1[CH:11]=[CH:12][C:13]([NH:16]/[C:17](=[C:24]2\[C:25](=[O:33])[NH:26][C:27]3[C:32]\2=[CH:31][CH:30]=[CH:29][CH:28]=3)/[C:18]2[CH:23]=[CH:22][CH:21]=[CH:20][CH:19]=2)=[CH:14][CH:15]=1)[S:6]([CH3:9])(=[O:8])=[O:7])=[O:3]. The catalyst class is: 3. (4) Reactant: [N:1]1[CH:6]=[CH:5][CH:4]=[C:3]([CH:7]=[O:8])[CH:2]=1.[CH2:9](O)[CH2:10][OH:11].O. Product: [O:8]1[CH2:9][CH2:10][O:11][CH:7]1[C:3]1[CH:2]=[N:1][CH:6]=[CH:5][CH:4]=1. The catalyst class is: 626. (5) Reactant: [F:1][C:2]1[CH:3]=[CH:4][C:5]2[C:10](=O)[O:9]C(=O)[NH:7][C:6]=2[CH:13]=1.[Br:14][C:15]1[C:16]([CH3:22])=[C:17]([CH:19]=[CH:20][CH:21]=1)[NH2:18]. Product: [NH2:7][C:6]1[CH:13]=[C:2]([F:1])[CH:3]=[CH:4][C:5]=1[C:10]([NH:18][C:17]1[CH:19]=[CH:20][CH:21]=[C:15]([Br:14])[C:16]=1[CH3:22])=[O:9]. The catalyst class is: 113. (6) Product: [Cl:1][C:2]1[CH:7]=[CH:6][C:5]([NH:8][C:9](=[O:27])[CH2:10][CH2:11][C:12]2[CH:17]=[CH:16][C:15]([O:18][C:19]3[CH:24]=[CH:23][N:22]=[C:21]([C:25](=[NH:26])[O:33][CH3:32])[CH:20]=3)=[CH:14][CH:13]=2)=[CH:4][C:3]=1[C:28]([F:31])([F:29])[F:30]. The catalyst class is: 5. Reactant: [Cl:1][C:2]1[CH:7]=[CH:6][C:5]([NH:8][C:9](=[O:27])[CH2:10][CH2:11][C:12]2[CH:17]=[CH:16][C:15]([O:18][C:19]3[CH:24]=[CH:23][N:22]=[C:21]([C:25]#[N:26])[CH:20]=3)=[CH:14][CH:13]=2)=[CH:4][C:3]=1[C:28]([F:31])([F:30])[F:29].[CH3:32][O-:33].[Na+].